This data is from NCI-60 drug combinations with 297,098 pairs across 59 cell lines. The task is: Regression. Given two drug SMILES strings and cell line genomic features, predict the synergy score measuring deviation from expected non-interaction effect. (1) Drug 1: C1CC(C1)(C(=O)O)C(=O)O.[NH2-].[NH2-].[Pt+2]. Drug 2: CS(=O)(=O)CCNCC1=CC=C(O1)C2=CC3=C(C=C2)N=CN=C3NC4=CC(=C(C=C4)OCC5=CC(=CC=C5)F)Cl. Cell line: NCI-H460. Synergy scores: CSS=23.7, Synergy_ZIP=-6.70, Synergy_Bliss=-6.66, Synergy_Loewe=-4.91, Synergy_HSA=-4.36. (2) Drug 1: C1CCC(C1)C(CC#N)N2C=C(C=N2)C3=C4C=CNC4=NC=N3. Drug 2: CN(C)C1=NC(=NC(=N1)N(C)C)N(C)C. Cell line: RXF 393. Synergy scores: CSS=-2.43, Synergy_ZIP=0.424, Synergy_Bliss=2.24, Synergy_Loewe=-5.47, Synergy_HSA=-1.05. (3) Drug 2: C(CN)CNCCSP(=O)(O)O. Cell line: EKVX. Drug 1: C(CC(=O)O)C(=O)CN.Cl. Synergy scores: CSS=11.0, Synergy_ZIP=-1.62, Synergy_Bliss=3.34, Synergy_Loewe=-0.542, Synergy_HSA=0.781. (4) Drug 1: CS(=O)(=O)C1=CC(=C(C=C1)C(=O)NC2=CC(=C(C=C2)Cl)C3=CC=CC=N3)Cl. Drug 2: CN(C(=O)NC(C=O)C(C(C(CO)O)O)O)N=O. Cell line: HCT116. Synergy scores: CSS=-6.22, Synergy_ZIP=-1.91, Synergy_Bliss=-9.23, Synergy_Loewe=-10.1, Synergy_HSA=-10.0.